This data is from Forward reaction prediction with 1.9M reactions from USPTO patents (1976-2016). The task is: Predict the product of the given reaction. (1) Given the reactants C([O:4][C@@H:5]([CH2:8][C:9]1[CH:14]=[C:13]([CH3:15])[CH:12]=[CH:11][C:10]=1[OH:16])[CH2:6][Br:7])(=O)C.BrC[C@@H](O)CC1C=C(F)C=CC=1O, predict the reaction product. The product is: [Br:7][CH2:6][C@@H:5]([OH:4])[CH2:8][C:9]1[CH:14]=[C:13]([CH3:15])[CH:12]=[CH:11][C:10]=1[OH:16]. (2) Given the reactants [Cl:1][C:2]1[CH:7]=[CH:6][CH:5]=[CH:4][C:3]=1[S:8]([NH:11][C@@H:12]([CH2:16][OH:17])[C:13]([OH:15])=O)(=[O:10])=[O:9].[F:18][C:19]([F:33])([F:32])[C:20]1[C:21]([N:26]2[CH2:31][CH2:30][NH:29][CH2:28][CH2:27]2)=[N:22][CH:23]=[CH:24][CH:25]=1, predict the reaction product. The product is: [Cl:1][C:2]1[CH:7]=[CH:6][CH:5]=[CH:4][C:3]=1[S:8]([NH:11][C@@H:12]([CH2:16][OH:17])[C:13](=[O:15])[N:29]1[CH2:30][CH2:31][N:26]([C:21]2[C:20]([C:19]([F:33])([F:18])[F:32])=[CH:25][CH:24]=[CH:23][N:22]=2)[CH2:27][CH2:28]1)(=[O:9])=[O:10]. (3) Given the reactants [Cl:1][C:2]1[CH:27]=[CH:26][C:5]([CH2:6][NH:7][C:8]([C:10]2[C:11](=[O:25])[C:12]3[CH:20]=[C:19]([C:21]#[C:22][CH2:23][OH:24])[S:18][C:13]=3[N:14]([CH2:16][CH3:17])[CH:15]=2)=[O:9])=[CH:4][CH:3]=1, predict the reaction product. The product is: [Cl:1][C:2]1[CH:3]=[CH:4][C:5]([CH2:6][NH:7][C:8]([C:10]2[C:11](=[O:25])[C:12]3[CH:20]=[C:19]([CH2:21][CH2:22][CH2:23][OH:24])[S:18][C:13]=3[N:14]([CH2:16][CH3:17])[CH:15]=2)=[O:9])=[CH:26][CH:27]=1.